This data is from Catalyst prediction with 721,799 reactions and 888 catalyst types from USPTO. The task is: Predict which catalyst facilitates the given reaction. (1) Reactant: [Cl:1][C:2]1[CH:3]=[CH:4][C:5]([O:23][CH2:24][C:25]2[CH:30]=[CH:29][CH:28]=[CH:27][CH:26]=2)=[C:6]([C:8]2[N:9]([C:14]3[CH:15]=[C:16]([CH:20]=[CH:21][CH:22]=3)[C:17](O)=[O:18])[C:10]([CH3:13])=[CH:11][CH:12]=2)[CH:7]=1.C(Cl)CCl.C1C=CC2N(O)N=NC=2C=1.[NH2:45][CH2:46][C:47]1[CH:52]=[CH:51][CH:50]=[CH:49][N:48]=1. Product: [Cl:1][C:2]1[CH:3]=[CH:4][C:5]([O:23][CH2:24][C:25]2[CH:30]=[CH:29][CH:28]=[CH:27][CH:26]=2)=[C:6]([C:8]2[N:9]([C:14]3[CH:15]=[C:16]([CH:20]=[CH:21][CH:22]=3)[C:17]([NH:45][CH2:46][C:47]3[CH:52]=[CH:51][CH:50]=[CH:49][N:48]=3)=[O:18])[C:10]([CH3:13])=[CH:11][CH:12]=2)[CH:7]=1. The catalyst class is: 91. (2) Reactant: [Br:1][C:2]1[CH:3]=[CH:4][C:5]2[N:9]([CH3:10])[C:8](=[O:11])[N:7](C(OCC)=O)[C:6]=2[CH:17]=1.[OH-].[Na+]. Product: [Br:1][C:2]1[CH:3]=[CH:4][C:5]2[N:9]([CH3:10])[C:8](=[O:11])[NH:7][C:6]=2[CH:17]=1. The catalyst class is: 5.